Dataset: Reaction yield outcomes from USPTO patents with 853,638 reactions. Task: Predict the reaction yield, written as a fraction of the theoretical maximum amount of product (1.0 means a 100% yield; for example, 0.34 means a 34% yield). (1) The reactants are Br[Mg][C:3]#[C:4][CH3:5].[CH3:6][O:7][C:8]1[N:13]=[CH:12][C:11]([CH:14]=[C:15]2[C:20](=[O:21])[O:19][C:18]([CH3:23])([CH3:22])[O:17][C:16]2=[O:24])=[CH:10][CH:9]=1. The catalyst is C1COCC1. The product is [CH3:6][O:7][C:8]1[N:13]=[CH:12][C:11]([CH:14]([CH:15]2[C:16](=[O:24])[O:17][C:18]([CH3:22])([CH3:23])[O:19][C:20]2=[O:21])[C:3]#[C:4][CH3:5])=[CH:10][CH:9]=1. The yield is 0.870. (2) The product is [CH3:49][S:50]([OH:53])(=[O:52])=[O:51].[CH3:17][C:4]1[CH:5]=[C:6]([O:8][CH2:9][CH2:10][N:11]2[CH2:15][CH2:14][CH2:13][C:12]2=[O:16])[CH:7]=[C:2]([CH3:1])[C:3]=1[C:18]1[CH:23]=[CH:22][CH:21]=[C:20]([CH2:24][NH:25][C:26]2[CH:31]=[CH:30][C:29]([CH2:32][CH2:33][C:34]([OH:36])=[O:35])=[C:28]([F:41])[CH:27]=2)[CH:19]=1. The catalyst is C1(C)C=CC=CC=1.C(OCC)(=O)C. The yield is 0.880. The reactants are [CH3:1][C:2]1[CH:7]=[C:6]([O:8][CH2:9][CH2:10][N:11]2[CH2:15][CH2:14][CH2:13][C:12]2=[O:16])[CH:5]=[C:4]([CH3:17])[C:3]=1[C:18]1[CH:23]=[CH:22][CH:21]=[C:20]([CH2:24][NH:25][C:26]2[CH:31]=[CH:30][C:29]([CH2:32][CH2:33][C:34]([O:36]C(C)(C)C)=[O:35])=[C:28]([F:41])[CH:27]=2)[CH:19]=1.FC(F)(F)C(O)=O.[CH3:49][S:50]([OH:53])(=[O:52])=[O:51]. (3) The product is [CH2:1]([O:3][C:4]([C:6]1[CH:7]=[C:8]2[C:13](=[CH:14][CH:15]=1)[NH:12][CH:11]([C:16]1[CH:21]=[CH:20][CH:19]=[C:18]([NH:28][CH:25]([CH3:27])[CH3:26])[CH:17]=1)[C:10]([CH3:24])([CH3:23])[CH2:9]2)=[O:5])[CH3:2]. The reactants are [CH2:1]([O:3][C:4]([C:6]1[CH:7]=[C:8]2[C:13](=[CH:14][CH:15]=1)[NH:12][CH:11]([C:16]1[CH:21]=[CH:20][CH:19]=[C:18](Br)[CH:17]=1)[C:10]([CH3:24])([CH3:23])[CH2:9]2)=[O:5])[CH3:2].[CH:25]([NH2:28])([CH3:27])[CH3:26].Cl.CN(C)CC(O)=O.C(=O)([O-])[O-].[K+].[K+]. The catalyst is CS(C)=O.[Cu]I. The yield is 0.900. (4) The reactants are [CH2:1]([O:3][CH:4]([O:13][CH2:14][CH3:15])[C:5]1[CH:12]=[CH:11][C:8]([CH:9]=O)=[CH:7][CH:6]=1)[CH3:2].[CH3:16][O:17][C:18]1[CH:19]=[C:20]([CH:24]=[CH:25][C:26]=1[O:27][CH3:28])[CH2:21][C:22]#[N:23]. No catalyst specified. The product is [CH2:1]([O:3][CH:4]([O:13][CH2:14][CH3:15])[C:5]1[CH:12]=[CH:11][C:8](/[CH:9]=[C:21](/[C:20]2[CH:24]=[CH:25][C:26]([O:27][CH3:28])=[C:18]([O:17][CH3:16])[CH:19]=2)\[C:22]#[N:23])=[CH:7][CH:6]=1)[CH3:2]. The yield is 0.890. (5) The reactants are [F:1][C:2]([F:25])([F:24])[C:3]([NH:5][C:6]1[CH:11]=[C:10]([N:12]([CH3:22])[C:13]2[CH:18]=[CH:17][C:16]([N+:19]([O-])=O)=[CH:15][N:14]=2)[CH:9]=[CH:8][C:7]=1[F:23])=[O:4].O1CCCC1. The catalyst is C(O)C.[C].[Pd]. The product is [NH2:19][C:16]1[CH:17]=[CH:18][C:13]([N:12]([CH3:22])[C:10]2[CH:9]=[CH:8][C:7]([F:23])=[C:6]([NH:5][C:3](=[O:4])[C:2]([F:25])([F:1])[F:24])[CH:11]=2)=[N:14][CH:15]=1. The yield is 0.680. (6) The reactants are [F:1][CH:2]([F:22])[C:3]1[C:8]([C:9]([O:11][CH3:12])=[O:10])=[C:7]([CH2:13][CH:14]([CH3:16])[CH3:15])[C:6]([SH:17])=[C:5]([C:18]([F:21])([F:20])[F:19])[N:4]=1.[O:23]1[CH:27]=[CH:26][CH2:25][CH2:24]1. The catalyst is CCOCC.C1(C)C(S(O)(=O)=O)=CC=CC=1. The product is [F:22][CH:2]([F:1])[C:3]1[C:8]([C:9]([O:11][CH3:12])=[O:10])=[C:7]([CH2:13][CH:14]([CH3:16])[CH3:15])[C:6]([S:17][CH:24]2[CH2:25][CH2:26][CH2:27][O:23]2)=[C:5]([C:18]([F:21])([F:20])[F:19])[N:4]=1. The yield is 0.680. (7) The product is [C:23]([OH:28])(=[O:27])[C:24]([OH:26])=[O:25].[CH3:15][CH:14]([P:11]1(=[O:17])[CH2:12][CH2:13][NH:8][CH2:9][CH2:10]1)[CH3:16]. The yield is 0.530. The catalyst is O.[Pd]. The reactants are C([N:8]1[CH2:13][CH2:12][P:11](=[O:17])([CH:14]([CH3:16])[CH3:15])[CH2:10][CH2:9]1)C1C=CC=CC=1.C(O)C.O.O.[C:23]([OH:28])(=[O:27])[C:24]([OH:26])=[O:25]. (8) The reactants are [F:1][C:2]1[CH:3]=[CH:4][C:5]([N+:15]([O-])=O)=[C:6]([NH:8][C:9]2[CH:10]=[N:11][CH:12]=[CH:13][CH:14]=2)[CH:7]=1. The catalyst is CCOC(C)=O. The product is [F:1][C:2]1[CH:7]=[C:6]([NH:8][C:9]2[CH:10]=[N:11][CH:12]=[CH:13][CH:14]=2)[C:5]([NH2:15])=[CH:4][CH:3]=1. The yield is 0.920. (9) The reactants are [Br:1][C:2]1[N:3]=[C:4]([C:9]#[C:10][C:11]2[CH:16]=[CH:15][CH:14]=[CH:13][C:12]=2[Cl:17])[C:5]([NH2:8])=[N:6][CH:7]=1.CC(C)([O-])C.[K+]. The catalyst is CN1C(=O)CCC1.[Cl-].[NH4+]. The product is [Br:1][C:2]1[N:3]=[C:4]2[CH:9]=[C:10]([C:11]3[CH:16]=[CH:15][CH:14]=[CH:13][C:12]=3[Cl:17])[NH:8][C:5]2=[N:6][CH:7]=1. The yield is 0.520. (10) The reactants are [C:1]([Si:5]([CH3:26])([CH3:25])[O:6][C@@H:7]1[CH2:11][C:10](=[O:12])[C:9]([CH2:13]/[CH:14]=[CH:15]\[CH2:16][CH2:17][CH2:18][C:19]([O:21][CH:22]([CH3:24])[CH3:23])=[O:20])=[CH:8]1)([CH3:4])([CH3:3])[CH3:2].[C:27]1(/[CH:33]=[CH:34]/B(O)O)[CH:32]=[CH:31][CH:30]=[CH:29][CH:28]=1.[OH-].[K+]. The catalyst is C(O)(C)C. The product is [C:1]([Si:5]([CH3:25])([CH3:26])[O:6][C@@H:7]1[CH2:11][C:10](=[O:12])[CH:9]([CH2:13]/[CH:14]=[CH:15]\[CH2:16][CH2:17][CH2:18][C:19]([O:21][CH:22]([CH3:23])[CH3:24])=[O:20])[C@H:8]1[CH:34]=[CH:33][C:27]1[CH:32]=[CH:31][CH:30]=[CH:29][CH:28]=1)([CH3:3])([CH3:4])[CH3:2]. The yield is 0.700.